Dataset: Reaction yield outcomes from USPTO patents with 853,638 reactions. Task: Predict the reaction yield, written as a fraction of the theoretical maximum amount of product (1.0 means a 100% yield; for example, 0.34 means a 34% yield). (1) The reactants are I[C:2]1[CH:7]=[CH:6][C:5]([CH2:8][C:9]([NH:11][C@@H:12]([C:14]2[CH:19]=[CH:18][C:17]([NH:20][CH2:21][C:22]([F:25])([F:24])[F:23])=[CH:16][N:15]=2)[CH3:13])=[O:10])=[CH:4][CH:3]=1.[CH:26]1([C:29]2[C:37]3[C:32](=[CH:33][CH:34]=[CH:35][CH:36]=3)[NH:31][N:30]=2)[CH2:28][CH2:27]1.C(=O)([O-])[O-].[Cs+].[Cs+].C(=NO)C1C(=CC=CC=1)O. The yield is 0.680. The catalyst is [Cu-]=O.O.CC#N. The product is [CH:26]1([C:29]2[C:37]3[C:32](=[CH:33][CH:34]=[CH:35][CH:36]=3)[N:31]([C:2]3[CH:7]=[CH:6][C:5]([CH2:8][C:9]([NH:11][C@@H:12]([C:14]4[CH:19]=[CH:18][C:17]([NH:20][CH2:21][C:22]([F:25])([F:24])[F:23])=[CH:16][N:15]=4)[CH3:13])=[O:10])=[CH:4][CH:3]=3)[N:30]=2)[CH2:28][CH2:27]1. (2) The reactants are [C:1](=[O:13])(SC)[O:2][CH:3]([O:5][C:6](=[O:10])[CH:7]([CH3:9])[CH3:8])[CH3:4].O[N:15]1[C:19](=[O:20])[CH2:18][CH2:17][C:16]1=[O:21].C(OO)(=[O:24])C.C(O)(=O)C. The catalyst is C(Cl)Cl.CCOCC. The product is [C:6]([O:5][CH:3]([O:2][C:1]([O:13][CH:17]1[CH2:18][C:19](=[O:20])[NH:15][C:16]1=[O:21])=[O:24])[CH3:4])(=[O:10])[CH:7]([CH3:9])[CH3:8]. The yield is 0.770. (3) The reactants are [CH:1]12[O:6][CH:5]1[CH2:4][N:3]([C:7]([O:9][CH2:10][C:11]1[CH:16]=[CH:15][CH:14]=[CH:13][CH:12]=1)=[O:8])[CH2:2]2.[CH:17]([Mg]Br)=[CH2:18].CCOC(C)=O. The catalyst is C1COCC1. The product is [OH:6][CH:5]1[CH:1]([CH:17]=[CH2:18])[CH2:2][N:3]([C:7]([O:9][CH2:10][C:11]2[CH:16]=[CH:15][CH:14]=[CH:13][CH:12]=2)=[O:8])[CH2:4]1. The yield is 0.480. (4) The reactants are [I-].[C:2]([CH:5]([CH2:11][CH:12]([CH3:14])[CH3:13])[CH2:6][N+:7]([CH3:10])([CH3:9])C)(=[O:4])[CH3:3].[CH3:15][O:16][C:17]1[CH:18]=[C:19]2[C:24](=[CH:25][C:26]=1[O:27][CH3:28])C=NC[CH2:20]2.C(O)C.O. The catalyst is ClCCl. The product is [CH2:11]([CH:5]1[CH2:6][N:7]2[CH2:9][CH2:20][C:19]3[C:24]([CH:10]2[CH2:3][C:2]1=[O:4])=[CH:25][C:26]([O:27][CH3:28])=[C:17]([O:16][CH3:15])[CH:18]=3)[CH:12]([CH3:13])[CH3:14]. The yield is 0.360. (5) The reactants are [C:1]([N:4]1[CH2:9][CH2:8][N:7]([C:10]2[CH:11]=[CH:12][C:13]([CH2:16][CH2:17][C:18]3[S:22][C:21]([CH2:23][CH2:24][NH:25][C:26]([NH:28][NH:29]C(OC(C)(C)C)=O)=[O:27])=[CH:20][CH:19]=3)=[N:14][CH:15]=2)[CH2:6][CH2:5]1)(=[O:3])[CH3:2].O1CCOCC1.Cl. No catalyst specified. The product is [C:1]([N:4]1[CH2:9][CH2:8][N:7]([C:10]2[CH:11]=[CH:12][C:13]([CH2:16][CH2:17][C:18]3[S:22][C:21]([CH2:23][CH2:24][NH:25][C:26]([NH:28][NH2:29])=[O:27])=[CH:20][CH:19]=3)=[N:14][CH:15]=2)[CH2:6][CH2:5]1)(=[O:3])[CH3:2]. The yield is 0.425. (6) The reactants are [Cl:1][C:2]1[C:10]2[N:9]=[C:8]([NH:11][C:12]3[C:17]([CH3:18])=[CH:16][C:15]([Cl:19])=[CH:14][C:13]=3[O:20][CH3:21])[N:7]([CH2:22][C:23](O)=[O:24])[C:6]=2[C:5]([CH:26]([CH2:29][CH3:30])[CH2:27][CH3:28])=[CH:4][CH:3]=1.C1C=CC2N(O)N=NC=2C=1.C(N(CC)CC)C.CCN=C=NCCCN(C)C. The catalyst is CN(C)C=O.C(=O)([O-])O.[Na+]. The product is [Cl:1][C:2]1[C:10]2[N:9]=[C:8]3[N:11]([C:12]4[C:17]([CH3:18])=[CH:16][C:15]([Cl:19])=[CH:14][C:13]=4[O:20][CH3:21])[C:23](=[O:24])[CH2:22][N:7]3[C:6]=2[C:5]([CH:26]([CH2:27][CH3:28])[CH2:29][CH3:30])=[CH:4][CH:3]=1. The yield is 0.700. (7) The reactants are C([Si](CC)(CC)[O:4][C@H:5]([C:17]([O:19][CH2:20][CH3:21])=[O:18])[CH2:6][CH2:7][CH:8]([C:13]([O:15]C)=O)[C:9]([O:11]C)=O)C.[O:26]1[CH2:31][CH2:30][CH:29]([NH:32][C:33]([NH2:35])=[NH:34])[CH2:28][CH2:27]1.CC[O-].[Na+].Cl.O1CCOCC1. The catalyst is CCO. The product is [CH2:20]([O:19][C:17](=[O:18])[C@@H:5]([OH:4])[CH2:6][CH2:7][C:8]1[C:9]([OH:11])=[N:34][C:33]([NH:32][CH:29]2[CH2:30][CH2:31][O:26][CH2:27][CH2:28]2)=[N:35][C:13]=1[OH:15])[CH3:21]. The yield is 0.370. (8) The reactants are [NH:1](C(OC(C)(C)C)=O)[C@H:2]([C:4]([N:6]1[CH2:13][CH2:12][CH2:11][C@H:7]1[C:8]([OH:10])=[O:9])=[O:5])[CH3:3].[CH3:21][N:22]1[C@@H:39]2[CH2:40][C:27]3[CH:28]=[CH:29][C:30]([O:41][CH3:42])=[C:31]4[O:32][C@H:33]5[C:34]([CH2:36][CH2:37][C@@H:38]2[C@:25]5([C:26]=34)[CH2:24][CH2:23]1)=[O:35].Cl. The product is [NH2:1][C@H:2]([C:4]([N:6]1[CH2:13][CH2:12][CH2:11][C@H:7]1[C:8]([OH:10])=[O:9])=[O:5])[CH3:3].[CH3:21][N:22]1[C@@H:39]2[CH2:40][C:27]3[CH:28]=[CH:29][C:30]([O:41][CH3:42])=[C:31]4[O:32][C@H:33]5[C:34]([CH2:36][CH2:37][C@@H:38]2[C@:25]5([C:26]=34)[CH2:24][CH2:23]1)=[O:35]. The catalyst is O1CCOCC1. The yield is 0.710. (9) The reactants are C([O-])([O-])=O.[K+].[K+].[N+:7]([CH2:9]S(C1C=CC(C)=CC=1)(=O)=O)#[C-:8].[CH:20]([C:22]1[CH:23]=[C:24]([CH:27]=[CH:28][CH:29]=1)[C:25]#[N:26])=[O:21]. The catalyst is CO. The product is [O:21]1[C:20]([C:22]2[CH:23]=[C:24]([CH:27]=[CH:28][CH:29]=2)[C:25]#[N:26])=[CH:9][N:7]=[CH:8]1. The yield is 0.410.